This data is from Forward reaction prediction with 1.9M reactions from USPTO patents (1976-2016). The task is: Predict the product of the given reaction. (1) Given the reactants [NH2:1][C:2]1[CH:3]=[N:4][CH:5]=[CH:6][CH:7]=1.[Cl:8][C:9]1[C:14]([O:15][CH3:16])=[CH:13][C:12]([O:17][CH3:18])=[C:11]([Cl:19])[C:10]=1[C:20]1[C:29]2[N:28]=[CH:27][C:26]([CH2:30][N:31]3[CH2:36][CH2:35][N:34]([CH2:37][CH3:38])[CH2:33][CH2:32]3)=[N:25][C:24]=2[C:23]([C:39](O)=[O:40])=[CH:22][CH:21]=1, predict the reaction product. The product is: [N:4]1[CH:5]=[CH:6][CH:7]=[C:2]([NH:1][C:39]([C:23]2[C:24]3[N:25]=[C:26]([CH2:30][N:31]4[CH2:36][CH2:35][N:34]([CH2:37][CH3:38])[CH2:33][CH2:32]4)[CH:27]=[N:28][C:29]=3[C:20]([C:10]3[C:9]([Cl:8])=[C:14]([O:15][CH3:16])[CH:13]=[C:12]([O:17][CH3:18])[C:11]=3[Cl:19])=[CH:21][CH:22]=2)=[O:40])[CH:3]=1. (2) Given the reactants [F:1][C:2]([F:16])([F:15])[C:3]1[CH:8]=[CH:7][C:6]([CH2:9][CH2:10][NH:11][C:12](=O)[CH3:13])=[CH:5][CH:4]=1.O=P12OP3(OP(OP(O3)(O1)=O)(=O)O2)=O, predict the reaction product. The product is: [CH3:13][C:12]1[C:7]2[C:6](=[CH:5][CH:4]=[C:3]([C:2]([F:16])([F:15])[F:1])[CH:8]=2)[CH2:9][CH2:10][N:11]=1.